This data is from Forward reaction prediction with 1.9M reactions from USPTO patents (1976-2016). The task is: Predict the product of the given reaction. (1) Given the reactants [C:1]1(C)[CH:6]=[CH:5][CH:4]=[CH:3][CH:2]=1.[NH2:8][C:9]1[CH:10]=[C:11]2[C:16](=[CH:17][CH:18]=1)[N:15]=[CH:14][CH:13]=[CH:12]2.[NH:19]1[C:23]2C=CC=C[C:22]=2[N:21]=[N:20]1.C(=O)C, predict the reaction product. The product is: [N:19]1([CH:23]([NH:8][C:9]2[CH:10]=[C:11]3[C:16](=[CH:17][CH:18]=2)[N:15]=[CH:14][CH:13]=[CH:12]3)[CH3:22])[C:6]2[CH:5]=[CH:4][CH:3]=[CH:2][C:1]=2[N:21]=[N:20]1. (2) Given the reactants [OH:1][C:2]1[C:6]2([CH2:11][CH2:10][N:9]([O:12][CH3:13])[CH2:8][CH2:7]2)[NH:5][C:4](=[O:14])[C:3]=1[C:15]1[C:20]([CH3:21])=[CH:19][C:18]([CH3:22])=[CH:17][C:16]=1[CH3:23].C(=O)([O-])[O-].[K+].[K+].[CH2:30](Br)[C:31]1[CH:36]=[CH:35][CH:34]=[CH:33][CH:32]=1.C(OCC)(=O)C, predict the reaction product. The product is: [CH2:30]([O:1][C:2]1[C:6]2([CH2:11][CH2:10][N:9]([O:12][CH3:13])[CH2:8][CH2:7]2)[NH:5][C:4](=[O:14])[C:3]=1[C:15]1[C:20]([CH3:21])=[CH:19][C:18]([CH3:22])=[CH:17][C:16]=1[CH3:23])[C:31]1[CH:36]=[CH:35][CH:34]=[CH:33][CH:32]=1. (3) Given the reactants Br[C:2]1[CH:3]=[C:4]([CH:32]=[CH:33][CH:34]=1)[CH2:5][O:6][C@H:7]1[CH2:11][CH2:10][N:9]([C:12]([CH3:31])([CH3:30])[CH2:13][CH2:14][C:15]([C:24]2[CH:29]=[CH:28][CH:27]=[CH:26][CH:25]=2)([C:18]2[CH:23]=[CH:22][CH:21]=[CH:20][CH:19]=2)[C:16]#[N:17])[CH2:8]1.[OH:35][C:36]1[CH:41]=[CH:40][CH:39]=[CH:38][C:37]=1B(O)O, predict the reaction product. The product is: [OH:35][C:36]1[CH:41]=[CH:40][CH:39]=[CH:38][C:37]=1[C:2]1[CH:34]=[CH:33][CH:32]=[C:4]([CH2:5][O:6][C@H:7]2[CH2:11][CH2:10][N:9]([C:12]([CH3:30])([CH3:31])[CH2:13][CH2:14][C:15]([C:18]3[CH:23]=[CH:22][CH:21]=[CH:20][CH:19]=3)([C:24]3[CH:29]=[CH:28][CH:27]=[CH:26][CH:25]=3)[C:16]#[N:17])[CH2:8]2)[CH:3]=1. (4) Given the reactants C(N(CC)CC)C.C1C=CC(N([S:15]([C:18]([F:21])([F:20])[F:19])(=[O:17])=[O:16])[S:15]([C:18]([F:21])([F:20])[F:19])(=[O:17])=[O:16])=CC=1.[CH2:29]([C:31]([C:42]1[CH:47]=[CH:46][C:45](/[CH:48]=[CH:49]/[C:50]2([OH:56])[CH2:55][CH2:54][S:53][CH2:52][CH2:51]2)=[C:44]([CH3:57])[CH:43]=1)([C:34]1[CH:39]=[CH:38][C:37]([OH:40])=[C:36]([CH3:41])[CH:35]=1)[CH2:32][CH3:33])[CH3:30].O, predict the reaction product. The product is: [CH2:29]([C:31]([C:34]1[CH:39]=[CH:38][C:37]([O:40][S:15]([C:18]([F:21])([F:20])[F:19])(=[O:17])=[O:16])=[C:36]([CH3:41])[CH:35]=1)([C:42]1[CH:47]=[CH:46][C:45](/[CH:48]=[CH:49]/[C:50]2([OH:56])[CH2:55][CH2:54][S:53][CH2:52][CH2:51]2)=[C:44]([CH3:57])[CH:43]=1)[CH2:32][CH3:33])[CH3:30]. (5) Given the reactants [CH3:1][C:2]1([C:9]2[CH:10]=[C:11]([CH:15]=[CH:16][CH:17]=2)[C:12]([OH:14])=O)[CH2:7][O:6][CH2:5][C:4](=[O:8])[NH:3]1.[NH2:18][C:19]1[CH:24]=[CH:23][C:22]([Cl:25])=[CH:21][C:20]=1O.[OH-].[Na+], predict the reaction product. The product is: [Cl:25][C:22]1[CH:23]=[CH:24][C:19]2[N:18]=[C:12]([C:11]3[CH:10]=[C:9]([C:2]4([CH3:1])[NH:3][C:4](=[O:8])[CH2:5][O:6][CH2:7]4)[CH:17]=[CH:16][CH:15]=3)[O:14][C:20]=2[CH:21]=1. (6) Given the reactants [F:1][C:2]1[CH:30]=[CH:29][C:5]2[N:6]=[C:7]([NH:9][C@H:10]3[CH2:14][CH2:13][CH2:12][C@@H:11]3[NH:15]C(=O)C3C=CC=CC=3N3C=CC=N3)[S:8][C:4]=2[CH:3]=1.[F:31][C:32]1[CH:33]=[CH:34][C:35]([N:41]2[CH:45]=[CH:44][N:43]=[N:42]2)=[C:36]([CH:40]=1)[C:37]([OH:39])=O.Cl.FC1C=CC2N=C(N[C@H]3CCC[C@@H]3N)SC=2C=1, predict the reaction product. The product is: [F:31][C:32]1[CH:33]=[CH:34][C:35]([N:41]2[CH:45]=[CH:44][N:43]=[N:42]2)=[C:36]([CH:40]=1)[C:37]([NH:15][C@H:11]1[CH2:12][CH2:13][CH2:14][C@@H:10]1[NH:9][C:7]1[S:8][C:4]2[CH:3]=[C:2]([F:1])[CH:30]=[CH:29][C:5]=2[N:6]=1)=[O:39]. (7) Given the reactants Cl[C:2]1[C:11]2[C:6](=[CH:7][C:8]([C:12]([N:14]3[CH2:18][CH2:17][CH2:16][CH2:15]3)=[O:13])=[CH:9][CH:10]=2)[N:5]=[CH:4][CH:3]=1.[NH2:19][CH2:20][C:21]1[CH:22]=[C:23]([CH:26]=[CH:27][C:28]=1[O:29][CH2:30][C:31]1[CH:36]=[CH:35][CH:34]=[CH:33][CH:32]=1)[C:24]#[N:25], predict the reaction product. The product is: [CH2:30]([O:29][C:28]1[CH:27]=[CH:26][C:23]([C:24]#[N:25])=[CH:22][C:21]=1[CH2:20][NH:19][C:2]1[C:11]2[C:6](=[CH:7][C:8]([C:12]([N:14]3[CH2:18][CH2:17][CH2:16][CH2:15]3)=[O:13])=[CH:9][CH:10]=2)[N:5]=[CH:4][CH:3]=1)[C:31]1[CH:32]=[CH:33][CH:34]=[CH:35][CH:36]=1. (8) Given the reactants [OH:1][CH2:2][C:3]1[CH:12]=[CH:11][C:6]([C:7]([O:9][CH3:10])=[O:8])=[CH:5][CH:4]=1.C(=O)([O-])[O-].[Na+].[Na+].[C:19](OC=C)(=O)[CH3:20], predict the reaction product. The product is: [CH:19]([O:1][CH2:2][C:3]1[CH:4]=[CH:5][C:6]([C:7]([O:9][CH3:10])=[O:8])=[CH:11][CH:12]=1)=[CH2:20].